Predict the reactants needed to synthesize the given product. From a dataset of Full USPTO retrosynthesis dataset with 1.9M reactions from patents (1976-2016). (1) Given the product [C:5]([C:15]1[CH:24]=[C:23]2[C:18]([CH:19]=[CH:20][C:21]([O:25][CH3:26])=[CH:22]2)=[CH:17][CH:16]=1)#[C:6][CH2:7][CH3:8], predict the reactants needed to synthesize it. The reactants are: C#CCC.[CH2:5]([C:15]1[CH:24]=[C:23]2[C:18]([CH:19]=[CH:20][C:21]([O:25][CH3:26])=[CH:22]2)=[CH:17][CH:16]=1)[CH2:6][CH2:7][CH2:8]CCCCCC.C1(C)C=CC=CC=1. (2) Given the product [N:27]([CH:12]([C:3]1[CH:4]=[CH:5][C:6]2[S:10][C:9]([CH3:11])=[N:8][C:7]=2[C:2]=1[Br:1])[CH3:13])=[N+:28]=[N-:29], predict the reactants needed to synthesize it. The reactants are: [Br:1][C:2]1[C:7]2[N:8]=[C:9]([CH3:11])[S:10][C:6]=2[CH:5]=[CH:4][C:3]=1[CH:12](O)[CH3:13].C(N(CC)CC)C.CS(Cl)(=O)=O.[N-:27]=[N+:28]=[N-:29].[Na+].